From a dataset of Full USPTO retrosynthesis dataset with 1.9M reactions from patents (1976-2016). Predict the reactants needed to synthesize the given product. (1) Given the product [C:14]([O:13][C:12](=[O:18])[NH:11][CH2:10][CH2:9][CH2:8][NH:7][C:5](=[O:6])[CH2:4][CH:23]=[CH2:24])([CH3:15])([CH3:17])[CH3:16], predict the reactants needed to synthesize it. The reactants are: C([O:4][CH:5]=[CH2:6])(=O)C.[NH2:7][CH2:8][CH2:9][CH2:10][NH:11][C:12](=[O:18])[O:13][C:14]([CH3:17])([CH3:16])[CH3:15].ON1[C:24]2C=CC=C[C:23]=2N=N1.CCN=C=NCCCN(C)C. (2) Given the product [ClH:1].[OH:2][C@H:3]([C:24]1[CH:33]=[CH:32][C:27]2[C:28](=[O:31])[O:29][CH2:30][C:26]=2[C:25]=1[CH3:34])[CH2:4][N:5]1[CH2:6][CH2:7][C:8]2([C:12](=[O:38])[N:11]([C:13]3[S:14][C:15]([S:18]([CH3:21])(=[O:19])=[O:20])=[N:16][N:17]=3)[CH2:10][CH2:9]2)[CH2:22][CH2:23]1, predict the reactants needed to synthesize it. The reactants are: [ClH:1].[OH:2][C@H:3]([C:24]1[CH:33]=[CH:32][C:27]2[C:28](=[O:31])[O:29][CH2:30][C:26]=2[C:25]=1[CH3:34])[CH2:4][N:5]1[CH2:23][CH2:22][C:8]2([CH2:12][N:11]([C:13]3[S:14][C:15]([S:18]([CH3:21])(=[O:20])=[O:19])=[N:16][N:17]=3)[CH2:10][CH2:9]2)[CH2:7][CH2:6]1.Cl.CS(C1SC(N2CCC3(CCNCC3)C2=O)=NN=1)(=O)=[O:38].CC1C([C@@H]2CO2)=CC=C2C=1COC2=O. (3) Given the product [CH2:13]([O:12][C:11]1[CH:10]=[CH:9][C:6]([CH:7]=[O:8])=[CH:5][C:4]=1[O:3][CH2:1][CH3:2])[C:14]1[CH:19]=[CH:18][CH:17]=[CH:16][CH:15]=1, predict the reactants needed to synthesize it. The reactants are: [CH2:1]([O:3][C:4]1[CH:5]=[C:6]([CH:9]=[CH:10][C:11]=1[OH:12])[CH:7]=[O:8])[CH3:2].[CH2:13](Br)[C:14]1[CH:19]=[CH:18][CH:17]=[CH:16][CH:15]=1.C(=O)([O-])[O-].[K+].[K+].C(#N)C.